Predict which catalyst facilitates the given reaction. From a dataset of Catalyst prediction with 721,799 reactions and 888 catalyst types from USPTO. (1) Reactant: [Cu][C:2]#N.C[Mg]I.[C:7]([C:9](=[C:15]1[CH2:20][CH2:19][N:18]([C:21]2[CH:26]=[CH:25][C:24]([F:27])=[CH:23][CH:22]=2)[CH2:17][CH2:16]1)[C:10]([O:12][CH2:13][CH3:14])=[O:11])#[N:8].[Cl-].[NH4+]. Product: [C:7]([CH:9]([C:15]1([CH3:2])[CH2:16][CH2:17][N:18]([C:21]2[CH:26]=[CH:25][C:24]([F:27])=[CH:23][CH:22]=2)[CH2:19][CH2:20]1)[C:10]([O:12][CH2:13][CH3:14])=[O:11])#[N:8]. The catalyst class is: 54. (2) Reactant: [CH:1](O)=[O:2].C(OC(=O)C)(=O)C.[NH2:11][C:12]1[CH:20]=[CH:19][C:15]([C:16]([OH:18])=[O:17])=[CH:14][C:13]=1[Cl:21]. Product: [Cl:21][C:13]1[CH:14]=[C:15]([CH:19]=[CH:20][C:12]=1[NH:11][CH:1]=[O:2])[C:16]([OH:18])=[O:17]. The catalyst class is: 6.